Dataset: Catalyst prediction with 721,799 reactions and 888 catalyst types from USPTO. Task: Predict which catalyst facilitates the given reaction. Reactant: [NH2:1][C:2]1[CH:3]=[C:4]([C:9]([Br:12])=[CH:10][N:11]=1)[C:5]([O:7][CH3:8])=[O:6].[CH2:13]([N:15]=[C:16]=[O:17])[CH3:14]. Product: [Br:12][C:9]1[C:4]([C:5]([O:7][CH3:8])=[O:6])=[CH:3][C:2]([NH:1][C:16]([NH:15][CH2:13][CH3:14])=[O:17])=[N:11][CH:10]=1. The catalyst class is: 22.